Dataset: Full USPTO retrosynthesis dataset with 1.9M reactions from patents (1976-2016). Task: Predict the reactants needed to synthesize the given product. Given the product [S:6]([O-:10])([O-:9])(=[O:8])=[O:7].[Cr+3:2].[S:6]([O-:10])([O-:9])(=[O:8])=[O:7].[S:6]([O-:10])([O-:9])(=[O:8])=[O:7].[Cr+3:2], predict the reactants needed to synthesize it. The reactants are: [O-2].[Cr+3:2].[O-2].[O-2].[Cr+3].[S:6](=[O:10])(=[O:9])([OH:8])[OH:7].